This data is from Reaction yield outcomes from USPTO patents with 853,638 reactions. The task is: Predict the reaction yield, written as a fraction of the theoretical maximum amount of product (1.0 means a 100% yield; for example, 0.34 means a 34% yield). (1) The reactants are C(O[C:4](=[O:21])[C:5](=[C:11]([S:19][CH3:20])[NH:12][C:13]1[CH:18]=[CH:17][CH:16]=[CH:15][CH:14]=1)[C:6]([O:8][CH2:9][CH3:10])=[O:7])C. The catalyst is ClC1C=CC=CC=1Cl. The product is [CH2:9]([O:8][C:6]([C:5]1[C:11]([S:19][CH3:20])=[N:12][C:13]2[C:14]([C:4]=1[OH:21])=[CH:15][CH:16]=[CH:17][CH:18]=2)=[O:7])[CH3:10]. The yield is 0.350. (2) The reactants are [C:1]([C:4]1[S:8][C:7]([C:9]([OH:11])=[O:10])=[CH:6][CH:5]=1)(=[O:3])[CH3:2].CI.[C:14]([O-])([O-])=O.[Na+].[Na+]. The catalyst is CN(C=O)C. The product is [CH3:14][O:10][C:9]([C:7]1[S:8][C:4]([C:1](=[O:3])[CH3:2])=[CH:5][CH:6]=1)=[O:11]. The yield is 0.800. (3) The reactants are [NH2:1][C:2]1[CH:43]=[CH:42][C:5]([C:6]([NH:8][C@H:9]2[CH2:14][CH2:13][CH2:12][C@@H:11]([NH:15][C:16]3[N:21]=[C:20]([C:22]4[C:30]5[C:25](=[CH:26][CH:27]=[CH:28][CH:29]=5)[N:24](S(C5C=CC=CC=5)(=O)=O)[CH:23]=4)[C:19]([C:40]#[N:41])=[CH:18][N:17]=3)[CH2:10]2)=[O:7])=[CH:4][CH:3]=1.[OH-].[Na+].Cl. The catalyst is O1CCOCC1. The product is [NH2:1][C:2]1[CH:43]=[CH:42][C:5]([C:6]([NH:8][C@H:9]2[CH2:14][CH2:13][CH2:12][C@@H:11]([NH:15][C:16]3[N:21]=[C:20]([C:22]4[C:30]5[C:25](=[CH:26][CH:27]=[CH:28][CH:29]=5)[NH:24][CH:23]=4)[C:19]([C:40]#[N:41])=[CH:18][N:17]=3)[CH2:10]2)=[O:7])=[CH:4][CH:3]=1. The yield is 0.550.